Dataset: Full USPTO retrosynthesis dataset with 1.9M reactions from patents (1976-2016). Task: Predict the reactants needed to synthesize the given product. (1) Given the product [C:1]([O:5][C:6](=[O:17])[CH2:7][O:8][C:9]1[C:14]([C:49]#[C:48][C:50]2[CH:55]=[C:54]([S:56]([CH2:59][CH2:60][CH3:61])(=[O:58])=[O:57])[CH:53]=[CH:52][C:51]=2[F:62])=[CH:13][C:12]([Cl:16])=[CH:11][N:10]=1)([CH3:4])([CH3:3])[CH3:2], predict the reactants needed to synthesize it. The reactants are: [C:1]([O:5][C:6](=[O:17])[CH2:7][O:8][C:9]1[C:14](Br)=[CH:13][C:12]([Cl:16])=[CH:11][N:10]=1)([CH3:4])([CH3:3])[CH3:2].C(OC(=O)COC1C(C#CC2C=CC=C(S(CCC)(=O)=O)C=2)=CC(Cl)=CN=1)(C)(C)C.[C:48]([C:50]1[CH:55]=[C:54]([S:56]([CH2:59][CH2:60][CH3:61])(=[O:58])=[O:57])[CH:53]=[CH:52][C:51]=1[F:62])#[CH:49]. (2) Given the product [Cl:66][C:63]1[CH:64]=[CH:65][C:60]([CH2:59][NH:58][C:11]([C:6]2[NH:7][C:8]3[C:4]([CH:5]=2)=[CH:3][C:2]([O:1][CH2:20][CH2:19][CH2:18][N:17]([CH3:22])[CH3:16])=[CH:10][CH:9]=3)=[O:13])=[C:61]([F:77])[C:62]=1[O:67][C:68]1[CH:69]=[C:70]([C:71]#[N:72])[CH:73]=[C:74]([Cl:76])[CH:75]=1, predict the reactants needed to synthesize it. The reactants are: [OH:1][C:2]1[CH:3]=[C:4]2[C:8](=[CH:9][CH:10]=1)[NH:7][C:6]([C:11]([O:13]CC)=O)=[CH:5]2.[CH3:16][N:17]([CH3:22])[CH2:18][CH2:19][CH2:20]O.C1(P(C2C=CC=CC=2)C2C=CC=CC=2)C=CC=CC=1.N(C(OC(C)(C)C)=O)=NC(OC(C)(C)C)=O.[NH2:58][CH2:59][C:60]1[C:61]([F:77])=[C:62]([O:67][C:68]2[CH:69]=[C:70]([CH:73]=[C:74]([Cl:76])[CH:75]=2)[C:71]#[N:72])[C:63]([Cl:66])=[CH:64][CH:65]=1.CN(C(ON1N=NC2C=CC=NC1=2)=[N+](C)C)C.F[P-](F)(F)(F)(F)F.CCN(C(C)C)C(C)C. (3) Given the product [CH3:19][S:20]([NH:2][CH2:3][C:4]([C:6]1[CH:11]=[CH:10][CH:9]=[CH:8][CH:7]=1)=[O:5])(=[O:22])=[O:21], predict the reactants needed to synthesize it. The reactants are: Cl.[NH2:2][CH2:3][C:4]([C:6]1[CH:11]=[CH:10][CH:9]=[CH:8][CH:7]=1)=[O:5].C(N(CC)CC)C.[CH3:19][S:20](Cl)(=[O:22])=[O:21].Cl. (4) Given the product [F:1][C@H:2]1[CH2:6][CH2:5][N:4]([C:8]2[CH:15]=[CH:14][C:13]([C:16]3[N:21]=[C:20]([NH:22][C:23]4[CH:24]=[CH:25][C:26]([N:29]5[CH2:34][CH2:33][N:32]([CH:35]6[CH2:38][O:37][CH2:36]6)[CH2:31][CH2:30]5)=[CH:27][CH:28]=4)[N:19]=[CH:18][N:17]=3)=[CH:12][C:9]=2[C:10]#[N:11])[CH2:3]1, predict the reactants needed to synthesize it. The reactants are: [F:1][C@H:2]1[CH2:6][CH2:5][NH:4][CH2:3]1.F[C:8]1[CH:15]=[CH:14][C:13]([C:16]2[N:21]=[C:20]([NH:22][C:23]3[CH:28]=[CH:27][C:26]([N:29]4[CH2:34][CH2:33][N:32]([CH:35]5[CH2:38][O:37][CH2:36]5)[CH2:31][CH2:30]4)=[CH:25][CH:24]=3)[N:19]=[CH:18][N:17]=2)=[CH:12][C:9]=1[C:10]#[N:11]. (5) Given the product [CH3:9][CH:8]([N:7]1[C:3]([CH2:1][N:18]2[CH2:23][CH2:22][O:21][CH2:20][CH2:19]2)=[CH:4][C:5]([C:11]([O:13][C:14]([CH3:17])([CH3:16])[CH3:15])=[O:12])=[N:6]1)[CH3:10], predict the reactants needed to synthesize it. The reactants are: [CH:1]([C:3]1[N:7]([CH:8]([CH3:10])[CH3:9])[N:6]=[C:5]([C:11]([O:13][C:14]([CH3:17])([CH3:16])[CH3:15])=[O:12])[CH:4]=1)=O.[NH:18]1[CH2:23][CH2:22][O:21][CH2:20][CH2:19]1.C(O[BH-](OC(=O)C)OC(=O)C)(=O)C.[Na+].C(=O)(O)[O-].[Na+]. (6) Given the product [CH3:1][CH2:2][C@@:3]1([OH:31])[C:8](=[O:9])[O:7][CH2:6][C:5]2[C:10]([N:12]3[C:29](=[CH:30][C:4]1=2)[C:28]1[N:27]=[C:17]2[CH:18]=[CH:19][C:20]([OH:26])=[C:21]([CH2:22][N:23]([CH3:24])[CH3:25])[C:16]2=[CH:15][C:14]=1[CH2:13]3)=[O:11].[ClH:32], predict the reactants needed to synthesize it. The reactants are: [CH3:1][CH2:2][C@@:3]1([OH:31])[C:8](=[O:9])[O:7][CH2:6][C:5]2[C:10]([N:12]3[C:29](=[CH:30][C:4]1=2)[C:28]1[N:27]=[C:17]2[CH:18]=[CH:19][C:20]([OH:26])=[C:21]([CH2:22][N:23]([CH3:25])[CH3:24])[C:16]2=[CH:15][C:14]=1[CH2:13]3)=[O:11].[ClH:32]. (7) Given the product [C:1]([N:5]1[CH2:10][CH2:9][O:8][CH:7]([CH2:11][N:27]2[CH2:26][CH2:25][N:24]([C:22]([NH:21][C:16]3[CH:17]=[CH:18][C:19]([Cl:20])=[C:14]([Cl:13])[CH:15]=3)=[O:23])[CH2:29][CH2:28]2)[CH2:6]1)([CH3:2])([CH3:3])[CH3:4], predict the reactants needed to synthesize it. The reactants are: [C:1]([N:5]1[CH2:10][CH2:9][O:8][CH:7]([CH:11]=O)[CH2:6]1)([CH3:4])([CH3:3])[CH3:2].[Cl:13][C:14]1[CH:15]=[C:16]([NH:21][C:22]([N:24]2[CH2:29][CH2:28][NH:27][CH2:26][CH2:25]2)=[O:23])[CH:17]=[CH:18][C:19]=1[Cl:20].C(O[BH-](OC(=O)C)OC(=O)C)(=O)C.[Na+]. (8) Given the product [CH3:1][O:2][C:3]1[C:11]2[O:10][CH:9]=[C:8]([CH2:12][CH:13]([N:19]3[CH2:20][CH2:21][N:16]([C:22]4[CH:23]=[CH:24][CH:25]=[C:26]5[C:31]=4[N:30]=[CH:29][CH:28]=[CH:27]5)[CH2:17][CH2:18]3)[CH3:15])[C:7]=2[CH:6]=[CH:5][CH:4]=1, predict the reactants needed to synthesize it. The reactants are: [CH3:1][O:2][C:3]1[C:11]2[O:10][CH:9]=[C:8]([CH2:12][C:13]([CH3:15])=O)[C:7]=2[CH:6]=[CH:5][CH:4]=1.[N:16]1([C:22]2[CH:23]=[CH:24][CH:25]=[C:26]3[C:31]=2[N:30]=[CH:29][CH:28]=[CH:27]3)[CH2:21][CH2:20][NH:19][CH2:18][CH2:17]1.C(O[BH-](OC(=O)C)OC(=O)C)(=O)C.[Na+].C([O-])(O)=O.[Na+]. (9) The reactants are: [CH3:1][O:2][C:3]1[C:4]([NH:10][CH2:11][CH:12]2[CH2:17][CH2:16][NH:15][CH2:14][CH2:13]2)=[N:5][CH:6]=[C:7]([CH3:9])[N:8]=1.[CH2:18]([O:25][C:26](ON1C(=O)CCC1=O)=[O:27])[C:19]1[CH:24]=[CH:23][CH:22]=[CH:21][CH:20]=1. Given the product [CH2:18]([O:25][C:26]([N:15]1[CH2:16][CH2:17][CH:12]([CH2:11][NH:10][C:4]2[C:3]([O:2][CH3:1])=[N:8][C:7]([CH3:9])=[CH:6][N:5]=2)[CH2:13][CH2:14]1)=[O:27])[C:19]1[CH:24]=[CH:23][CH:22]=[CH:21][CH:20]=1, predict the reactants needed to synthesize it.